The task is: Predict the product of the given reaction.. This data is from Forward reaction prediction with 1.9M reactions from USPTO patents (1976-2016). (1) The product is: [C:1]([O:5][C:6](=[O:16])[C:7]1[CH:12]=[CH:11][C:10]([CH:13]=[N:18][OH:19])=[CH:9][C:8]=1[CH3:15])([CH3:4])([CH3:3])[CH3:2]. Given the reactants [C:1]([O:5][C:6](=[O:16])[C:7]1[CH:12]=[CH:11][C:10]([CH:13]=O)=[CH:9][C:8]=1[CH3:15])([CH3:4])([CH3:3])[CH3:2].Cl.[NH2:18][OH:19].C(=O)([O-])O.[Na+], predict the reaction product. (2) Given the reactants C[O:2][C:3](=O)[C:4]1[CH:9]=[CH:8][C:7]([C:10]([F:13])([F:12])[F:11])=[C:6]([CH:14]2[CH2:16][CH2:15]2)[CH:5]=1.[BH4-].[Li+].Cl, predict the reaction product. The product is: [CH:14]1([C:6]2[CH:5]=[C:4]([CH2:3][OH:2])[CH:9]=[CH:8][C:7]=2[C:10]([F:12])([F:13])[F:11])[CH2:15][CH2:16]1. (3) The product is: [Cl:1][C:2]1[CH:3]=[C:4]([C:8]2[C:9]3[N:18]([CH2:19][C@H:20]4[CH2:25][CH2:24][C@H:23]([CH3:26])[CH2:22][CH2:21]4)[CH:17]=[C:16]([CH3:28])[C:10]=3[N:11]=[C:12]([C:14]#[N:15])[N:13]=2)[CH:5]=[CH:6][CH:7]=1. Given the reactants [Cl:1][C:2]1[CH:3]=[C:4]([C:8]2[C:9]3[N:18]([CH2:19][C@H:20]4[CH2:25][CH2:24][C@H:23]([CH3:26])[CH2:22][CH2:21]4)[CH:17]=[C:16](I)[C:10]=3[N:11]=[C:12]([C:14]#[N:15])[N:13]=2)[CH:5]=[CH:6][CH:7]=1.[CH3:28]B1OB(C)OB(C)O1.[O-]P([O-])([O-])=O.[K+].[K+].[K+].O1CCOCC1, predict the reaction product. (4) Given the reactants Cl.[F:2][C:3]1[CH:4]=[C:5]2[C:9](=[CH:10][CH:11]=1)[NH:8][C:7]([C:12]1[CH:13]=[N:14][CH:15]=[CH:16][CH:17]=1)=[C:6]2[CH3:18].[H-].[Na+].[CH:21]([O:24][C:25](Cl)=[O:26])([CH3:23])[CH3:22], predict the reaction product. The product is: [CH:21]([O:24][C:25]([N:8]1[C:9]2[C:5](=[CH:4][C:3]([F:2])=[CH:11][CH:10]=2)[C:6]([CH3:18])=[C:7]1[C:12]1[CH:13]=[N:14][CH:15]=[CH:16][CH:17]=1)=[O:26])([CH3:23])[CH3:22]. (5) Given the reactants [F:1][C:2]([F:18])([F:17])[CH2:3][NH:4][C:5]1[CH:12]=[CH:11][C:8]([C:9]#[N:10])=[C:7]([C:13]([F:16])([F:15])[F:14])[CH:6]=1.Br[CH:20]([CH3:25])[C:21]([O:23][CH3:24])=[O:22], predict the reaction product. The product is: [C:9]([C:8]1[CH:11]=[CH:12][C:5]([N:4]([CH2:3][C:2]([F:17])([F:18])[F:1])[C@H:20]([C:21]([O:23][CH3:24])=[O:22])[CH3:25])=[CH:6][C:7]=1[C:13]([F:16])([F:14])[F:15])#[N:10]. (6) Given the reactants [Br:1][C:2]1[CH:7]=[CH:6][C:5]([F:8])=[C:4]([C:9]([N:13]=[C:14]=[O:15])([CH3:12])[CH2:10]I)[CH:3]=1.C([OH:20])(C)(C)C, predict the reaction product. The product is: [Br:1][C:2]1[CH:7]=[CH:6][C:5]([F:8])=[C:4]([C:9]2([CH3:12])[CH2:10][O:20][C:14](=[O:15])[NH:13]2)[CH:3]=1. (7) Given the reactants [C:1]([O:5][C:6](=[O:30])[NH:7][C:8]1[C:13]([N+:14]([O-])=O)=[CH:12][C:11]([C:17]2[CH:22]=[CH:21][CH:20]=[CH:19][C:18]=2[F:23])=[C:10]([O:24][CH2:25][C:26]([F:29])([F:28])[F:27])[CH:9]=1)([CH3:4])([CH3:3])[CH3:2], predict the reaction product. The product is: [C:1]([O:5][C:6](=[O:30])[NH:7][C:8]1[C:13]([NH2:14])=[CH:12][C:11]([C:17]2[CH:22]=[CH:21][CH:20]=[CH:19][C:18]=2[F:23])=[C:10]([O:24][CH2:25][C:26]([F:27])([F:28])[F:29])[CH:9]=1)([CH3:4])([CH3:2])[CH3:3].